Dataset: Reaction yield outcomes from USPTO patents with 853,638 reactions. Task: Predict the reaction yield, written as a fraction of the theoretical maximum amount of product (1.0 means a 100% yield; for example, 0.34 means a 34% yield). (1) The product is [CH3:21][O:22][C:23]1[N:28]=[C:27]([O:29][CH3:30])[C:26]([C:2]2[N:3]=[C:4]([N:15]3[CH2:20][CH2:19][O:18][CH2:17][CH2:16]3)[C:5]3[S:10][C:9]([C:11]([OH:14])([CH3:13])[CH3:12])=[CH:8][C:6]=3[N:7]=2)=[CH:25][N:24]=1. The yield is 0.320. No catalyst specified. The reactants are Cl[C:2]1[N:3]=[C:4]([N:15]2[CH2:20][CH2:19][O:18][CH2:17][CH2:16]2)[C:5]2[S:10][C:9]([C:11]([OH:14])([CH3:13])[CH3:12])=[CH:8][C:6]=2[N:7]=1.[CH3:21][O:22][C:23]1[N:28]=[C:27]([O:29][CH3:30])[C:26](B(O)O)=[CH:25][N:24]=1. (2) The reactants are Br[C:2]1[CH:3]=[N:4][CH:5]=[C:6]2[C:11]=1[N:10]=[CH:9][CH:8]=[CH:7]2.[N:12]1[CH:17]=[CH:16][CH:15]=[CH:14][C:13]=1[C:18]1[C:19](B(O)O)=[C:20]2[CH2:25][CH2:24][CH2:23][N:21]2[N:22]=1.P([O-])([O-])([O-])=O.[K+].[K+].[K+].CN(C=O)C. The catalyst is O.C1C=CC([P]([Pd]([P](C2C=CC=CC=2)(C2C=CC=CC=2)C2C=CC=CC=2)([P](C2C=CC=CC=2)(C2C=CC=CC=2)C2C=CC=CC=2)[P](C2C=CC=CC=2)(C2C=CC=CC=2)C2C=CC=CC=2)(C2C=CC=CC=2)C2C=CC=CC=2)=CC=1. The product is [N:12]1[CH:17]=[CH:16][CH:15]=[CH:14][C:13]=1[C:18]1[C:19]([C:2]2[CH:3]=[N:4][CH:5]=[C:6]3[C:11]=2[N:10]=[CH:9][CH:8]=[CH:7]3)=[C:20]2[CH2:25][CH2:24][CH2:23][N:21]2[N:22]=1. The yield is 0.640. (3) The reactants are [Cl:1][C:2]1[CH:3]=[C:4]([C@H:9]2[C@H:13]([NH:14][CH3:15])[CH2:12][N:11]([C:16]([CH:18]3[CH2:23][CH2:22][N:21]([C:24]([C:26]4([CH3:29])[CH2:28][CH2:27]4)=[O:25])[CH2:20][CH2:19]3)=[O:17])[CH2:10]2)[CH:5]=[CH:6][C:7]=1[Cl:8].CCN(C(C)C)C(C)C.ClC(Cl)(O[C:43](=[O:49])[O:44][C:45](Cl)(Cl)Cl)Cl.[F:51][C:52]1C(O)=[CH:56][CH:55]=[CH:54][N:53]=1.[H-].[Na+]. The catalyst is C1COCC1.CN(C=O)C. The product is [F:51][C:52]1[C:45]([O:44][C:43](=[O:49])[N:14]([C@H:13]2[C@H:9]([C:4]3[CH:5]=[CH:6][C:7]([Cl:8])=[C:2]([Cl:1])[CH:3]=3)[CH2:10][N:11]([C:16]([CH:18]3[CH2:23][CH2:22][N:21]([C:24]([C:26]4([CH3:29])[CH2:27][CH2:28]4)=[O:25])[CH2:20][CH2:19]3)=[O:17])[CH2:12]2)[CH3:15])=[CH:56][CH:55]=[CH:54][N:53]=1. The yield is 0.640. (4) The reactants are Cl[C:2]1[N:7]=[C:6]([C:8]2[N:12]3[CH:13]=[CH:14][CH:15]=[C:16]([F:17])[C:11]3=[N:10][C:9]=2[C:18]2[CH:19]=[C:20]([CH:32]=[CH:33][CH:34]=2)[C:21]([NH:23][C:24]2[C:29]([F:30])=[CH:28][CH:27]=[CH:26][C:25]=2[F:31])=[O:22])[CH:5]=[CH:4][N:3]=1.[CH3:35][O:36][C:37]1[CH:43]=[C:42]([N:44]2[CH2:49][CH2:48][CH:47]([N:50]3[CH2:55][CH2:54][N:53]([CH2:56][CH2:57][S:58]([CH3:61])(=[O:60])=[O:59])[CH2:52][CH2:51]3)[CH2:46][CH2:45]2)[CH:41]=[CH:40][C:38]=1[NH2:39].Cl.O1CCOCC1.C[O-].[Na+]. The catalyst is FC(F)(F)CO.CO.ClCCl.CCCCCC. The product is [F:31][C:25]1[CH:26]=[CH:27][CH:28]=[C:29]([F:30])[C:24]=1[NH:23][C:21](=[O:22])[C:20]1[CH:32]=[CH:33][CH:34]=[C:18]([C:9]2[N:10]=[C:11]3[C:16]([F:17])=[CH:15][CH:14]=[CH:13][N:12]3[C:8]=2[C:6]2[CH:5]=[CH:4][N:3]=[C:2]([NH:39][C:38]3[CH:40]=[CH:41][C:42]([N:44]4[CH2:45][CH2:46][CH:47]([N:50]5[CH2:51][CH2:52][N:53]([CH2:56][CH2:57][S:58]([CH3:61])(=[O:60])=[O:59])[CH2:54][CH2:55]5)[CH2:48][CH2:49]4)=[CH:43][C:37]=3[O:36][CH3:35])[N:7]=2)[CH:19]=1. The yield is 0.710.